From a dataset of Forward reaction prediction with 1.9M reactions from USPTO patents (1976-2016). Predict the product of the given reaction. (1) Given the reactants [Cl:1][C:2]1[C:3]2[CH2:17][CH2:16][N:15](C(OCC)=O)[CH2:14][CH2:13][C:4]=2[CH:5]=[C:6]2[C:11]=1[NH:10][C:9](=[O:12])[CH2:8][CH2:7]2.[OH-].[K+].Cl.[OH-].[Na+], predict the reaction product. The product is: [Cl:1][C:2]1[C:3]2[CH2:17][CH2:16][NH:15][CH2:14][CH2:13][C:4]=2[CH:5]=[C:6]2[C:11]=1[NH:10][C:9](=[O:12])[CH2:8][CH2:7]2. (2) Given the reactants [CH2:1]([O:3][C:4](=[O:13])[C:5]1[CH:10]=[C:9]([Br:11])[CH:8]=[CH:7][C:6]=1I)[CH3:2].C([Si]([N:24]1[CH:28]=[CH:27][C:26](B(O)O)=[CH:25]1)(C(C)C)C(C)C)(C)C.[CH3:32][C:33]([O:36][C:37](O[C:37]([O:36][C:33]([CH3:35])([CH3:34])[CH3:32])=[O:38])=[O:38])([CH3:35])[CH3:34].CCCC[N+](CCCC)(CCCC)CCCC.[F-], predict the reaction product. The product is: [C:33]([O:36][C:37]([N:24]1[CH:25]=[CH:26][C:27]([C:6]2[CH:7]=[CH:8][C:9]([Br:11])=[CH:10][C:5]=2[C:4]([O:3][CH2:1][CH3:2])=[O:13])=[CH:28]1)=[O:38])([CH3:35])([CH3:34])[CH3:32]. (3) The product is: [CH3:1][NH:2][C:3]1[CH:4]=[CH:5][C:6]([C:9]2[S:10][C:11]3[CH:17]=[C:16]([OH:18])[CH:15]=[CH:14][C:12]=3[N:13]=2)=[CH:7][N:34]=1. Given the reactants [CH3:1][NH:2][C:3]1C=[CH:7][C:6]([C:9]2[S:10][C:11]3[CH:17]=[C:16]([OH:18])[CH:15]=[CH:14][C:12]=3[N:13]=2)=[CH:5][CH:4]=1.O(C(OC(C)(C)C)=O)C(OC(C)(C)C)=O.[NH:34]1CCCCC1.[Cl-].[NH4+], predict the reaction product. (4) Given the reactants [F:1][C:2]([F:7])([F:6])[C:3]([OH:5])=[O:4].[NH2:8][CH2:9][CH2:10][NH:11][C:12]([C:14]1[N:22]=[C:21]2[C:17]([N:18]=[CH:19][N:20]2[C@@H:23]2[CH2:27][C@H:26]([N:28]3[CH:32]=[C:31]([CH2:33][OH:34])[CH:30]=[N:29]3)[C@@H:25]([OH:35])[C@H:24]2[OH:36])=[C:16]([NH:37][CH2:38][CH:39]([C:46]2[CH:51]=[CH:50][CH:49]=[CH:48][CH:47]=2)[C:40]2[CH:45]=[CH:44][CH:43]=[CH:42][CH:41]=2)[N:15]=1)=[O:13].FC(F)(F)C(O)=O.O[C@@H]1[C@H](O)[C@@H](N2C=C(C)C=N2)C[C@H]1N1C=NC2C1=NC(NC1CCC(NC(NC3CCN(C4C=CC=CN=4)CC3)=O)CC1)=NC=2NCC(C1C=CC=CC=1)C1C=CC=CC=1.[CH2:119]([N:126]1[CH2:131][CH2:130][N:129]([CH2:132][CH2:133][NH:134][C:135](N2C=CN=C2)=[O:136])[CH2:128][CH2:127]1)[C:120]1[CH:125]=[CH:124][CH:123]=[CH:122][CH:121]=1, predict the reaction product. The product is: [F:1][C:2]([F:7])([F:6])[C:3]([OH:5])=[O:4].[CH2:119]([N:126]1[CH2:127][CH2:128][N:129]([CH2:132][CH2:133][NH:134][C:135](=[O:136])[NH:8][CH2:9][CH2:10][NH:11][C:12]([C:14]2[N:22]=[C:21]3[C:17]([N:18]=[CH:19][N:20]3[C@@H:23]3[CH2:27][C@H:26]([N:28]4[CH:32]=[C:31]([CH2:33][OH:34])[CH:30]=[N:29]4)[C@@H:25]([OH:35])[C@H:24]3[OH:36])=[C:16]([NH:37][CH2:38][CH:39]([C:46]3[CH:47]=[CH:48][CH:49]=[CH:50][CH:51]=3)[C:40]3[CH:41]=[CH:42][CH:43]=[CH:44][CH:45]=3)[N:15]=2)=[O:13])[CH2:130][CH2:131]1)[C:120]1[CH:125]=[CH:124][CH:123]=[CH:122][CH:121]=1. (5) Given the reactants [OH:1][CH:2]([CH2:25][OH:26])[CH2:3][O:4][NH:5][C:6](=[O:24])[C:7]1[CH:12]=[CH:11][C:10]([F:13])=[C:9]([F:14])[C:8]=1[NH:15][C:16]1[CH:21]=[CH:20][C:19](I)=[CH:18][C:17]=1[F:23].C(N(CC)CC)C, predict the reaction product. The product is: [OH:1][CH:2]([CH2:25][OH:26])[CH2:3][O:4][NH:5][C:6](=[O:24])[C:7]1[CH:12]=[CH:11][C:10]([F:13])=[C:9]([F:14])[C:8]=1[NH:15][C:16]1[CH:21]=[CH:20][CH:19]=[CH:18][C:17]=1[F:23]. (6) Given the reactants Cl[C:2]1[C:7]([N+:8]([O-:10])=[O:9])=[CH:6][CH:5]=[C:4]([Cl:11])[N:3]=1.[CH:12]([OH:15])([CH3:14])[CH3:13].[H-].[Na+], predict the reaction product. The product is: [Cl:11][C:4]1[N:3]=[C:2]([O:15][CH:12]([CH3:14])[CH3:13])[C:7]([N+:8]([O-:10])=[O:9])=[CH:6][CH:5]=1. (7) Given the reactants CC1(C)C(C)(C)OB([C:9]2[C:18]3[C:13](=[CH:14][CH:15]=[CH:16][CH:17]=3)[CH:12]=[CH:11][C:10]=2CNC2C=CC=CC=2)O1.Br[C:29]1[N:34]=[C:33]([C:35]([NH:38][C:39]2[C:44]([CH:45]([CH3:47])[CH3:46])=[CH:43][CH:42]=[CH:41][C:40]=2[CH:48]([CH3:50])[CH3:49])([CH3:37])[CH3:36])[CH:32]=[CH:31][CH:30]=1.C([O-])([O-])=O.[Na+].[Na+].O, predict the reaction product. The product is: [NH:38]([CH2:35][C:10]1[CH:11]=[CH:12][C:17]2[C:18](=[CH:13][CH:14]=[CH:15][CH:16]=2)[C:9]=1[C:29]1[N:34]=[C:33]([C:35]([NH:38][C:39]2[C:44]([CH:45]([CH3:47])[CH3:46])=[CH:43][CH:42]=[CH:41][C:40]=2[CH:48]([CH3:50])[CH3:49])([CH3:37])[CH3:36])[CH:32]=[CH:31][CH:30]=1)[C:39]1[CH:44]=[CH:43][CH:42]=[CH:41][CH:40]=1. (8) The product is: [ClH:19].[NH:4]1[CH2:9][CH2:8][CH:7]([C:10]2[CH:18]=[CH:17][C:13]([C:14]([OH:16])=[O:15])=[CH:12][CH:11]=2)[CH2:6][CH2:5]1. Given the reactants C([N:4]1[CH2:9][CH2:8][CH:7]([C:10]2[CH:18]=[CH:17][C:13]([C:14]([OH:16])=[O:15])=[CH:12][CH:11]=2)[CH2:6][CH2:5]1)(=O)C.[ClH:19], predict the reaction product. (9) Given the reactants C[P:2]([OH:11])([CH2:4][CH2:5][CH:6](N)C(O)=O)=[O:3].P(Cl)(Cl)Cl.[Cl-:16].[Cl-].[Cl-].[Cl-].[Al+3].[CH2:21]=[CH2:22], predict the reaction product. The product is: [Cl:16][CH2:6][CH2:5][CH2:4][PH:2](=[O:3])[O:11][CH2:21][CH3:22].